Dataset: Full USPTO retrosynthesis dataset with 1.9M reactions from patents (1976-2016). Task: Predict the reactants needed to synthesize the given product. (1) Given the product [CH3:28][O:27][C:23]1[CH:22]=[C:21]([C:19]2[N:18]=[C:17]([CH2:29][C:30]([N:32]3[CH2:37][CH2:36][O:35][CH2:34][CH2:33]3)=[O:31])[N:16]=[C:15]([NH:38][C:39]3[CH:40]=[N:41][CH:42]=[CH:43][CH:44]=3)[CH:20]=2)[CH:26]=[CH:25][CH:24]=1, predict the reactants needed to synthesize it. The reactants are: C([O-])([O-])=O.[Cs+].[Cs+].FC(S(O[C:15]1[CH:20]=[C:19]([C:21]2[CH:26]=[CH:25][CH:24]=[C:23]([O:27][CH3:28])[CH:22]=2)[N:18]=[C:17]([CH2:29][C:30]([N:32]2[CH2:37][CH2:36][O:35][CH2:34][CH2:33]2)=[O:31])[N:16]=1)(=O)=O)(F)F.[NH2:38][C:39]1[CH:40]=[N:41][CH:42]=[CH:43][CH:44]=1. (2) Given the product [C:3]([O:7][C:8](=[O:16])/[CH:9]=[CH:10]/[C:11]1[CH:15]=[CH:14][N:13]([S:23]([C:20]2[CH:19]=[CH:18][C:17]([C:27]3[CH:32]=[CH:31][CH:30]=[CH:29][CH:28]=3)=[CH:22][CH:21]=2)(=[O:25])=[O:24])[CH:12]=1)([CH3:6])([CH3:4])[CH3:5], predict the reactants needed to synthesize it. The reactants are: [H-].[Na+].[C:3]([O:7][C:8](=[O:16])/[CH:9]=[CH:10]/[C:11]1[CH:15]=[CH:14][NH:13][CH:12]=1)([CH3:6])([CH3:5])[CH3:4].[C:17]1([C:27]2[CH:32]=[CH:31][CH:30]=[CH:29][CH:28]=2)[CH:22]=[CH:21][C:20]([S:23](Cl)(=[O:25])=[O:24])=[CH:19][CH:18]=1. (3) Given the product [CH3:27][O:26][C:24]1[CH:25]=[C:20]([NH:18][C:16]2[N:17]=[C:10]3[C:9]([N:4]4[CH2:5][CH2:6][NH:1][C:2](=[O:7])[CH2:3]4)=[N:14][CH:13]=[CH:12][N:11]3[N:15]=2)[CH:21]=[C:22]([O:28][CH3:29])[CH:23]=1, predict the reactants needed to synthesize it. The reactants are: [NH:1]1[CH2:6][CH2:5][NH:4][CH2:3][C:2]1=[O:7].Cl[C:9]1[C:10]2[N:11]([N:15]=[C:16]([NH2:18])[N:17]=2)[CH:12]=[CH:13][N:14]=1.Cl[C:20]1[CH:25]=[C:24]([O:26][CH3:27])[CH:23]=[C:22]([O:28][CH3:29])[CH:21]=1. (4) Given the product [F:1][C:2]1[CH:25]=[CH:24][CH:23]=[CH:22][C:3]=1[CH2:4][N:5]1[CH2:6][CH2:7][N:8]([CH2:11][C:12]2[CH:13]=[N:14][CH:15]=[C:16]([CH:21]=2)[C:17]([OH:19])=[O:18])[CH2:9][CH2:10]1, predict the reactants needed to synthesize it. The reactants are: [F:1][C:2]1[CH:25]=[CH:24][CH:23]=[CH:22][C:3]=1[CH2:4][N:5]1[CH2:10][CH2:9][N:8]([CH2:11][C:12]2[CH:13]=[N:14][CH:15]=[C:16]([CH:21]=2)[C:17]([O:19]C)=[O:18])[CH2:7][CH2:6]1.[OH-].[Li+]. (5) Given the product [NH2:1][C:2]1[C:10]2[C:9](=[O:11])[N:8]([CH3:12])[CH2:7][C:6]=2[C:5]([C:14]#[N:15])=[CH:4][CH:3]=1, predict the reactants needed to synthesize it. The reactants are: [NH2:1][C:2]1[CH:3]=[CH:4][C:5](Br)=[C:6]2[C:10]=1[C:9](=[O:11])[N:8]([CH3:12])[CH2:7]2.[CH3:14][N:15](C=O)C.